From a dataset of Reaction yield outcomes from USPTO patents with 853,638 reactions. Predict the reaction yield, written as a fraction of the theoretical maximum amount of product (1.0 means a 100% yield; for example, 0.34 means a 34% yield). (1) The yield is 0.190. The product is [F:41][C:26]([F:25])([F:42])[C:27]1[CH:32]=[CH:31][C:30]([CH2:33][NH:34][C:11]([C:7]2[CH:8]=[CH:9][CH:10]=[C:4]3[O:3][C:2](=[O:1])[NH:6][C:5]=23)=[O:13])=[C:29]([N:35]2[CH2:40][CH2:39][CH2:38][CH2:37][CH2:36]2)[CH:28]=1. The catalyst is C1COCC1. The reactants are [O:1]=[C:2]1[NH:6][C:5]2=[C:7]([C:11]([OH:13])=O)[CH:8]=[CH:9][CH:10]=[C:4]2[O:3]1.CCOC(OC(OCC)=O)=O.[F:25][C:26]([F:42])([F:41])[C:27]1[CH:32]=[CH:31][C:30]([CH2:33][NH2:34])=[C:29]([N:35]2[CH2:40][CH2:39][CH2:38][CH2:37][CH2:36]2)[CH:28]=1. (2) The reactants are C([O:3][C:4]([CH:6]1[CH2:14][C:9]2[N:10]=[CH:11][CH:12]=[N:13][C:8]=2[CH2:7]1)=O)C.[H-].[Al+3].[Li+].[H-].[H-].[H-].S([O-])([O-])(=O)=O.[Na+].[Na+]. The catalyst is O1CCCC1.C(OCC)C. The product is [N:10]1[C:9]2[CH2:14][CH:6]([CH2:4][OH:3])[CH2:7][C:8]=2[N:13]=[CH:12][CH:11]=1. The yield is 0.940. (3) The reactants are Br[C:2]1[CH:25]=[CH:24][C:5]([O:6][CH2:7][C:8]2[C:9]([C:16]3[C:21]([Cl:22])=[CH:20][CH:19]=[CH:18][C:17]=3[Cl:23])=[N:10][O:11][C:12]=2[CH:13]([CH3:15])[CH3:14])=[CH:4][C:3]=1[CH3:26].C(=O)([O-])[O-].[Na+].[Na+].[C:33]([C:36]1[C:44]2[CH:43]=[C:42](B(O)O)[S:41][C:40]=2[CH:39]=[CH:38][CH:37]=1)([OH:35])=[O:34]. The catalyst is O1CCOCC1. The product is [Cl:23][C:17]1[CH:18]=[CH:19][CH:20]=[C:21]([Cl:22])[C:16]=1[C:9]1[C:8]([CH2:7][O:6][C:5]2[CH:24]=[CH:25][C:2]([C:42]3[S:41][C:40]4[CH:39]=[CH:38][CH:37]=[C:36]([C:33]([OH:35])=[O:34])[C:44]=4[CH:43]=3)=[C:3]([CH3:26])[CH:4]=2)=[C:12]([CH:13]([CH3:15])[CH3:14])[O:11][N:10]=1. The yield is 0.270. (4) The reactants are [NH2:1][C:2]1[C:3]2[N:4]([C:8]([C@@H:30]3[O:35][CH2:34][C@H:33]([CH2:36][OH:37])[NH:32][CH2:31]3)=[N:9][C:10]=2[C:11]2[CH:29]=[CH:28][C:14]([C:15]([NH:17][C:18]3[CH:23]=[C:22]([C:24]([F:27])([F:26])[F:25])[CH:21]=[CH:20][N:19]=3)=[O:16])=[CH:13][CH:12]=2)[CH:5]=[CH:6][N:7]=1.C(N(C(C)C)C(C)C)C.[C:47](N1C=CN=C1)(N1C=CN=C1)=[O:48]. The catalyst is ClCCl. The product is [NH2:1][C:2]1[C:3]2[N:4]([C:8]([C@@H:30]3[O:35][CH2:34][C@@H:33]4[CH2:36][O:37][C:47](=[O:48])[N:32]4[CH2:31]3)=[N:9][C:10]=2[C:11]2[CH:29]=[CH:28][C:14]([C:15]([NH:17][C:18]3[CH:23]=[C:22]([C:24]([F:26])([F:25])[F:27])[CH:21]=[CH:20][N:19]=3)=[O:16])=[CH:13][CH:12]=2)[CH:5]=[CH:6][N:7]=1. The yield is 0.480. (5) The reactants are [F:1][C:2]([F:9])([F:8])[C:3](=O)[CH2:4][C:5]#[N:6].[Cl:10][C:11]1[C:12]([O:19][CH3:20])=[C:13]([NH:17][NH2:18])[CH:14]=[CH:15][CH:16]=1. The catalyst is C(O)C. The product is [Cl:10][C:11]1[C:12]([O:19][CH3:20])=[C:13]([N:17]2[C:5]([NH2:6])=[CH:4][C:3]([C:2]([F:9])([F:8])[F:1])=[N:18]2)[CH:14]=[CH:15][CH:16]=1. The yield is 0.240. (6) The reactants are [C@@H:1]1([N:10]2[CH:17]=[CH:16][C:14](=[O:15])[NH:13][C:11]2=[O:12])[O:9][C@H:6]([CH2:7][OH:8])[C@@H:4]([OH:5])[C@H:2]1[OH:3].C(O[C:22](=[O:24])[CH3:23])(=O)C. The catalyst is N1C=CC=CC=1. The product is [C:2]([O:3][C@@H:2]1[C@H:4]([O:5][C:4](=[O:5])[CH3:6])[C@@H:6]([CH2:7][O:8][C:22](=[O:24])[CH3:23])[O:9][C@H:1]1[N:10]1[CH:17]=[CH:16][C:14](=[O:15])[NH:13][C:11]1=[O:12])(=[O:3])[CH3:1]. The yield is 0.790. (7) The product is [CH3:3][O:4][C:5](=[O:30])[C:6]1[CH:28]=[CH:27][C:26]([O:29][CH2:31][C:32]2[CH:37]=[CH:36][CH:35]=[CH:34][CH:33]=2)=[C:8]([C:9]([NH:11][C:12]2[CH:17]=[C:16]([C:18]([F:21])([F:19])[F:20])[CH:15]=[C:14]([C:22]([F:23])([F:24])[F:25])[CH:13]=2)=[O:10])[CH:7]=1. The catalyst is CCCCCC.CN(C)C=O. The reactants are [H-].[Na+].[CH3:3][O:4][C:5](=[O:30])[C:6]1[CH:28]=[CH:27][C:26]([OH:29])=[C:8]([C:9]([NH:11][C:12]2[CH:17]=[C:16]([C:18]([F:21])([F:20])[F:19])[CH:15]=[C:14]([C:22]([F:25])([F:24])[F:23])[CH:13]=2)=[O:10])[CH:7]=1.[CH2:31](Br)[C:32]1[CH:37]=[CH:36][CH:35]=[CH:34][CH:33]=1.O. The yield is 0.541. (8) The reactants are [F:1][C:2]([F:16])([F:15])[O:3][C:4]1[CH:5]=[C:6]2[C:10](=[CH:11][CH:12]=1)[NH:9][C:8](=[O:13])[C:7]2=[O:14].[OH-].[K+].[Cl:19][C:20]1[CH:25]=[CH:24][C:23](/[CH:26]=[CH:27]/[CH2:28]Cl)=[CH:22][C:21]=1[Cl:30].O. The catalyst is CS(C)=O.CCO. The product is [Cl:30][C:21]1[CH:22]=[C:23](/[CH:26]=[CH:27]/[CH2:28][N:9]2[C:10]3[C:6](=[CH:5][C:4]([O:3][C:2]([F:1])([F:15])[F:16])=[CH:12][CH:11]=3)[C:7](=[O:14])[C:8]2=[O:13])[CH:24]=[CH:25][C:20]=1[Cl:19]. The yield is 0.510. (9) The reactants are [O:1]=[C:2]1[C:11]2[C:6](=[CH:7][CH:8]=[CH:9][CH:10]=2)[C:5]([CH2:12][C:13]2[CH:14]=[C:15]([CH:19]=[CH:20][CH:21]=2)[C:16]([OH:18])=O)=[N:4][NH:3]1.[N:22]1(C(OC(C)(C)C)=O)[CH2:27][CH2:26][NH:25][CH2:24][CH2:23]1.F[P-](F)(F)(F)(F)F.N1(OC(N(C)C)=[N+](C)C)C2C=CC=CC=2N=N1.C(N(CC)C(C)C)(C)C. The catalyst is Cl.C(O)C.O.CC(N(C)C)=O. The product is [N:22]1([C:16]([C:15]2[CH:14]=[C:13]([CH:21]=[CH:20][CH:19]=2)[CH2:12][C:5]2[C:6]3[C:11](=[CH:10][CH:9]=[CH:8][CH:7]=3)[C:2](=[O:1])[NH:3][N:4]=2)=[O:18])[CH2:27][CH2:26][NH:25][CH2:24][CH2:23]1. The yield is 0.770.